This data is from In vitro SARS-CoV-2 activity screen of 1,480 approved drugs from Prestwick library. The task is: Binary Classification. Given a drug SMILES string, predict its activity (active/inactive) in a high-throughput screening assay against a specified biological target. (1) The molecule is C[C@]12CC(=O)[C@H]3[C@@H](CCC4=CC(=O)C=C[C@@]43C)[C@@H]1CC[C@]2(O)C(=O)CO. The result is 0 (inactive). (2) The drug is CC(C)[C@H](N)C(=O)OCC(CO)OCn1cnc2c(=O)[nH]c(N)nc21.Cl. The result is 0 (inactive). (3) The drug is CCCCNc1c(C(=O)OCC)c(C)nc2c1cnn2CC.Cl. The result is 0 (inactive). (4) The molecule is COC(=O)Nc1nc2ccc(S(=O)c3ccccc3)cc2[nH]1. The result is 0 (inactive). (5) The compound is CCN1CCCC(OC(=O)C(c2ccccc2)c2ccccc2)C1.Cl. The result is 0 (inactive). (6) The molecule is CCn1cc(C(=O)O)c(=O)c2cc(F)c(N3CCNC(C)C3)c(F)c21.Cl. The result is 0 (inactive).